This data is from Full USPTO retrosynthesis dataset with 1.9M reactions from patents (1976-2016). The task is: Predict the reactants needed to synthesize the given product. (1) Given the product [CH3:31][N:11]1[C:12]([C:13](=[O:30])[NH:14][C:15]2[CH:20]=[CH:19][N:18]3[CH:21]=[C:22]([C:24]4[CH:29]=[CH:28][CH:27]=[CH:26][CH:25]=4)[N:23]=[C:17]3[CH:16]=2)=[C:8]([C:6]([OH:7])=[O:5])[CH:9]=[N:10]1, predict the reactants needed to synthesize it. The reactants are: [OH-].[K+].C([O:5][C:6]([C:8]1[CH:9]=[N:10][N:11]([CH3:31])[C:12]=1[C:13](=[O:30])[NH:14][C:15]1[CH:20]=[CH:19][N:18]2[CH:21]=[C:22]([C:24]3[CH:29]=[CH:28][CH:27]=[CH:26][CH:25]=3)[N:23]=[C:17]2[CH:16]=1)=[O:7])C. (2) The reactants are: [C:1]([OH:5])([CH3:4])([CH3:3])[CH3:2].[Br:6][C:7]1[N:11]2[CH:12]=[C:13](C(O)=O)[N:14]=[C:15]([S:16][CH3:17])[C:10]2=[N:9][CH:8]=1.C([N:23]([CH2:26]C)CC)C.C1C=CC(P(N=[N+]=[N-])(C2C=CC=CC=2)=[O:35])=CC=1. Given the product [Br:6][C:7]1[N:11]2[CH:12]=[C:13]([NH:23][C:26](=[O:35])[O:5][C:1]([CH3:4])([CH3:3])[CH3:2])[N:14]=[C:15]([S:16][CH3:17])[C:10]2=[N:9][CH:8]=1, predict the reactants needed to synthesize it. (3) Given the product [C:11]([O:15][C:16](=[O:38])[CH2:17][N:18]1[C:22]2[CH:23]=[CH:24][C:25]([N:27]([CH2:28][C:29]3[CH:30]=[CH:31][CH:32]=[CH:33][CH:34]=3)[C:6](=[O:7])[C:5]3[CH:9]=[CH:10][C:2]([Cl:1])=[CH:3][CH:4]=3)=[CH:26][C:21]=2[N:20]=[C:19]1[CH2:35][CH2:36][CH3:37])([CH3:14])([CH3:13])[CH3:12], predict the reactants needed to synthesize it. The reactants are: [Cl:1][C:2]1[CH:10]=[CH:9][C:5]([C:6](Cl)=[O:7])=[CH:4][CH:3]=1.[C:11]([O:15][C:16](=[O:38])[CH2:17][N:18]1[C:22]2[CH:23]=[CH:24][C:25]([NH:27][CH2:28][C:29]3[CH:34]=[CH:33][CH:32]=[CH:31][CH:30]=3)=[CH:26][C:21]=2[N:20]=[C:19]1[CH2:35][CH2:36][CH3:37])([CH3:14])([CH3:13])[CH3:12].CCN(C(C)C)C(C)C. (4) Given the product [CH3:1][C:2]1[C:6]([CH3:7])=[C:5]([NH:8][S:26]([C:18]2[C:19]3[CH:25]=[CH:24][CH:23]=[CH:22][C:20]=3[S:21][C:17]=2[CH2:16][C:15]2[CH:14]=[CH:13][C:12]([Cl:11])=[CH:31][CH:30]=2)(=[O:28])=[O:27])[O:4][N:3]=1, predict the reactants needed to synthesize it. The reactants are: [CH3:1][C:2]1[C:6]([CH3:7])=[C:5]([NH2:8])[O:4][N:3]=1.[H-].[Na+].[Cl:11][C:12]1[CH:31]=[CH:30][C:15]([CH2:16][C:17]2[S:21][C:20]3[CH:22]=[CH:23][CH:24]=[CH:25][C:19]=3[C:18]=2[S:26](Cl)(=[O:28])=[O:27])=[CH:14][CH:13]=1. (5) Given the product [CH3:10][NH:11][CH2:4][C:3]1[CH:6]=[CH:7][CH:8]=[CH:9][C:2]=1[CH3:1], predict the reactants needed to synthesize it. The reactants are: [CH3:1][C:2]1[CH:9]=[CH:8][CH:7]=[CH:6][C:3]=1[CH:4]=O.[CH3:10][NH2:11].[BH4-].[Na+].